From a dataset of Reaction yield outcomes from USPTO patents with 853,638 reactions. Predict the reaction yield, written as a fraction of the theoretical maximum amount of product (1.0 means a 100% yield; for example, 0.34 means a 34% yield). (1) The reactants are [Cl:1][C:2]1[CH:11]=[CH:10][C:5]([C:6]([NH:8][NH2:9])=O)=[CH:4][C:3]=1[C:12]([F:15])([F:14])[F:13].I.CS[C:19](=[NH:28])[NH:20][C:21]1[CH:26]=[CH:25][C:24]([OH:27])=[CH:23][CH:22]=1. The catalyst is N1C=CC=CC=1. The product is [Cl:1][C:2]1[CH:11]=[CH:10][C:5]([C:6]2[NH:28][C:19]([NH:20][C:21]3[CH:26]=[CH:25][C:24]([OH:27])=[CH:23][CH:22]=3)=[N:9][N:8]=2)=[CH:4][C:3]=1[C:12]([F:15])([F:14])[F:13]. The yield is 0.455. (2) The reactants are [C:1]1([OH:7])[CH:6]=[CH:5][CH:4]=[CH:3][CH:2]=1.C(=O)([O-])[O-].[K+].[K+].[NH2:14][C:15]1[N:16]=[C:17]([N:32]2[CH2:37][CH2:36][N:35]([C:38](=[O:42])[CH:39](Cl)[CH3:40])[CH2:34][CH2:33]2)[C:18]2[N:24]=[C:23]([C:25]3[CH:30]=[CH:29][C:28]([F:31])=[CH:27][CH:26]=3)[CH:22]=[CH:21][C:19]=2[N:20]=1. No catalyst specified. The product is [NH2:14][C:15]1[N:16]=[C:17]([N:32]2[CH2:33][CH2:34][N:35]([C:38](=[O:42])[CH:39]([O:7][C:1]3[CH:6]=[CH:5][CH:4]=[CH:3][CH:2]=3)[CH3:40])[CH2:36][CH2:37]2)[C:18]2[N:24]=[C:23]([C:25]3[CH:26]=[CH:27][C:28]([F:31])=[CH:29][CH:30]=3)[CH:22]=[CH:21][C:19]=2[N:20]=1. The yield is 0.700. (3) The reactants are [CH:1]([C:4]1[N:8]=[C:7]([N:9]2[CH2:14][CH2:13][CH:12]([NH:15][C:16](=[O:30])[C@@H:17]([NH:22][C:23](=[O:29])[O:24][C:25]([CH3:28])([CH3:27])[CH3:26])[CH2:18][CH2:19][S:20][CH3:21])[CH2:11][CH2:10]2)[S:6][N:5]=1)([CH3:3])[CH3:2].[I:31][CH3:32]. No catalyst specified. The product is [I-:31].[C:25]([O:24][C:23]([NH:22][C@H:17]([C:16]([NH:15][CH:12]1[CH2:11][CH2:10][N:9]([C:7]2[S:6][N:5]=[C:4]([CH:1]([CH3:3])[CH3:2])[N:8]=2)[CH2:14][CH2:13]1)=[O:30])[CH2:18][CH2:19][S+:20]([CH3:32])[CH3:21])=[O:29])([CH3:28])([CH3:27])[CH3:26]. The yield is 0.980. (4) The reactants are [CH:1]1[CH:6]=[CH:5][C:4]([N:7]([C:14]2[CH:19]=[CH:18][C:17](Br)=[CH:16][CH:15]=2)[C:8]2[CH:13]=[CH:12][CH:11]=[CH:10][CH:9]=2)=[CH:3][CH:2]=1.[C:21]([C:24]1[CH:29]=[CH:28][C:27](B(O)O)=[CH:26][CH:25]=1)(=[O:23])[CH3:22].C(=O)([O-])[O-].[Na+].[Na+].C(#N)C. The catalyst is Cl[Pd](Cl)([P](C1C=CC=CC=1)(C1C=CC=CC=1)C1C=CC=CC=1)[P](C1C=CC=CC=1)(C1C=CC=CC=1)C1C=CC=CC=1.O. The yield is 0.760. The product is [C:4]1([N:7]([C:8]2[CH:13]=[CH:12][CH:11]=[CH:10][CH:9]=2)[C:14]2[CH:19]=[CH:18][C:17]([C:27]3[CH:28]=[CH:29][C:24]([C:21](=[O:23])[CH3:22])=[CH:25][CH:26]=3)=[CH:16][CH:15]=2)[CH:5]=[CH:6][CH:1]=[CH:2][CH:3]=1. (5) The yield is 0.780. The catalyst is CN(C=O)C. The reactants are [CH:1]([C:3]1[NH:7][C:6]([C:8]([OH:10])=O)=[CH:5][C:4]=1[CH3:11])=[O:2].Cl.CN(C)CCCN=C=N.ON1C2C=CC=CC=2N=N1.[CH2:32]([N:34]([CH2:37][CH2:38][NH2:39])[CH2:35][CH3:36])[CH3:33]. The product is [CH2:32]([N:34]([CH2:35][CH3:36])[CH2:37][CH2:38][NH:39][C:8]([C:6]1[NH:7][C:3]([CH:1]=[O:2])=[C:4]([CH3:11])[CH:5]=1)=[O:10])[CH3:33]. (6) The reactants are Cl[C:2]1[C:7]([N+:8]([O-:10])=[O:9])=[CH:6][N:5]=[C:4]2[CH:11]=[CH:12][S:13][C:3]=12.[NH:14]1[CH2:19][CH2:18][CH2:17][C@H:16]([NH:20][C:21](=[O:27])[O:22][C:23]([CH3:26])([CH3:25])[CH3:24])[CH2:15]1.CCN(C(C)C)C(C)C. The catalyst is C(O)CCC. The product is [N+:8]([C:7]1[C:2]([N:14]2[CH2:19][CH2:18][CH2:17][C@H:16]([NH:20][C:21](=[O:27])[O:22][C:23]([CH3:25])([CH3:24])[CH3:26])[CH2:15]2)=[C:3]2[S:13][CH:12]=[CH:11][C:4]2=[N:5][CH:6]=1)([O-:10])=[O:9]. The yield is 0.930.